Dataset: Forward reaction prediction with 1.9M reactions from USPTO patents (1976-2016). Task: Predict the product of the given reaction. (1) Given the reactants [OH:1][CH:2]1[CH2:5][N:4]([C:6]([O:8][C:9]([CH3:12])(C)C)=[O:7])[CH2:3]1.N1[CH:17]=[CH:16]N=C1.[Si:18](Cl)([C:31]([CH3:34])([CH3:33])[CH3:32])([C:25]1[CH:30]=[CH:29][CH:28]=[CH:27][CH:26]=1)[C:19]1[CH:24]=[CH:23][CH:22]=[CH:21][CH:20]=1.O, predict the reaction product. The product is: [Si:18]([O:1][CH:2]1[CH2:3][N:4]([C:6]([O:8][CH2:9][CH2:12][CH2:16][CH3:17])=[O:7])[CH2:5]1)([C:31]([CH3:34])([CH3:33])[CH3:32])([C:25]1[CH:26]=[CH:27][CH:28]=[CH:29][CH:30]=1)[C:19]1[CH:24]=[CH:23][CH:22]=[CH:21][CH:20]=1. (2) The product is: [CH2:1]([C:5]12[CH2:17][C:16]([CH3:21])([CH2:18][CH2:19][CH3:20])[C:15](=[O:22])[C:14]([CH3:23])=[C:13]1[C:12]1[C:7](=[CH:8][C:9]([OH:24])=[CH:10][CH:11]=1)[CH2:6]2)[CH2:2][CH2:3][CH3:4]. Given the reactants [CH2:1]([C:5]12[CH2:17][C:16]([CH3:21])([CH2:18][CH2:19][CH3:20])[C:15](=[O:22])[C:14]([CH3:23])=[C:13]1[C:12]1[C:7](=[CH:8][C:9]([O:24]COC)=[CH:10][CH:11]=1)[CH2:6]2)[CH2:2][CH2:3][CH3:4].Cl, predict the reaction product. (3) Given the reactants C([O:4][CH:5]1[CH2:9][CH2:8][CH2:7][C:6]1([C:11]#[CH:12])[OH:10])(=O)C.[OH-].[Na+].Cl, predict the reaction product. The product is: [C:11]([C:6]1([OH:10])[CH2:7][CH2:8][CH2:9][CH:5]1[OH:4])#[CH:12]. (4) Given the reactants [N+:1]([C:4]1[CH:12]=[C:11]([S:13]([F:18])([F:17])([F:16])([F:15])[F:14])[CH:10]=[C:9]([N+:19]([O-:21])=[O:20])[C:5]=1C(O)=O)([O-:3])=[O:2], predict the reaction product. The product is: [N+:19]([C:9]1[CH:10]=[C:11]([S:13]([F:18])([F:14])([F:15])([F:16])[F:17])[CH:12]=[C:4]([N+:1]([O-:3])=[O:2])[CH:5]=1)([O-:21])=[O:20]. (5) Given the reactants Cl.[NH2:2]C1C(C)=C2C(NC3C=CC(OC4C=CC=CC=4OC)=CC=3)=C(C#N)C=NN2C=1.C(NC1C=CC(C(O)=O)=CC=1)(=O)C.[C:44]([NH:47][C:48]1[CH:49]=[C:50]([CH:82]=[CH:83][CH:84]=1)[C:51]([NH:53][C:54]1[C:55]([CH3:81])=[C:56]2[C:61]([NH:62][C:63]3[CH:68]=[CH:67][C:66]([O:69][C:70]4[CH:75]=[CH:74][CH:73]=[CH:72][C:71]=4[O:76][CH3:77])=[CH:65]C=3)=[C:60]([C:78]#[N:79])[CH:59]=[N:58][N:57]2[CH:80]=1)=[O:52])(=[O:46])[CH3:45], predict the reaction product. The product is: [C:44]([NH:47][C:48]1[CH:49]=[C:50]([CH:82]=[CH:83][CH:84]=1)[C:51]([NH:53][C:54]1[C:55]([CH3:81])=[C:56]2[C:61]([NH:62][C:63]3[CH:68]=[CH:67][C:66]([O:69][C:70]4[CH:75]=[CH:74][CH:73]=[CH:72][C:71]=4[O:76][CH3:77])=[CH:65][N:2]=3)=[C:60]([C:78]#[N:79])[CH:59]=[N:58][N:57]2[CH:80]=1)=[O:52])(=[O:46])[CH3:45]. (6) Given the reactants [Cl:1][C:2]1[CH:7]=[CH:6][N:5]=[C:4]2[N:8]([CH:14]3[CH2:17][O:16][CH2:15]3)[CH:9]=[C:10]([C:11]([OH:13])=O)[C:3]=12.CCN(CC)CC.CN(C(ON1N=NC2C=CC=NC1=2)=[N+](C)C)C.F[P-](F)(F)(F)(F)F.[NH2:49][CH2:50][C@@:51]1([OH:58])[CH2:56][CH2:55][CH2:54][C@@H:53]([CH3:57])[CH2:52]1, predict the reaction product. The product is: [OH:58][C@:51]1([CH2:50][NH:49][C:11]([C:10]2[C:3]3[C:4](=[N:5][CH:6]=[CH:7][C:2]=3[Cl:1])[N:8]([CH:14]3[CH2:17][O:16][CH2:15]3)[CH:9]=2)=[O:13])[CH2:56][CH2:55][CH2:54][C@@H:53]([CH3:57])[CH2:52]1. (7) The product is: [Br:1][C:2]1[CH:7]=[C:6]([Br:8])[N:5]=[C:4]([C:9]([O:11][CH3:12])=[O:10])[C:3]=1[O:13][CH3:14]. Given the reactants [Br:1][C:2]1[CH:7]=[C:6]([Br:8])[N:5]=[C:4]([C:9]([O:11][CH3:12])=[O:10])[C:3]=1[OH:13].[C:14]([O-])([O-])=O.[K+].[K+].S(OC)(OC)(=O)=O, predict the reaction product. (8) Given the reactants C[O:2][C:3](=[O:16])[CH2:4][C:5]1[C:14]2[C:9](=[C:10]([OH:15])[CH:11]=[CH:12][CH:13]=2)[CH:8]=[CH:7][CH:6]=1.C1C=CC(P(C2C=CC=CC=2)C2C=CC=CC=2)=CC=1.[F:36][C:37]([F:57])([F:56])[C:38]1[CH:39]=[CH:40][CH:41]=[C:42]2[C:47]=1[N:46]=[CH:45][CH:44]=[C:43]2[C:48]1[CH:49]=[C:50]([CH2:54]O)[CH:51]=[CH:52][CH:53]=1.CCOC(/N=N/C(OCC)=O)=O.[Li+].[OH-], predict the reaction product. The product is: [F:57][C:37]([F:36])([F:56])[C:38]1[CH:39]=[CH:40][CH:41]=[C:42]2[C:47]=1[N:46]=[CH:45][CH:44]=[C:43]2[C:48]1[CH:49]=[C:50]([CH:51]=[CH:52][CH:53]=1)[CH2:54][O:15][C:10]1[CH:11]=[CH:12][CH:13]=[C:14]2[C:9]=1[CH:8]=[CH:7][CH:6]=[C:5]2[CH2:4][C:3]([OH:2])=[O:16].